From a dataset of Experimentally validated miRNA-target interactions with 360,000+ pairs, plus equal number of negative samples. Binary Classification. Given a miRNA mature sequence and a target amino acid sequence, predict their likelihood of interaction. (1) The miRNA is hsa-miR-3149 with sequence UUUGUAUGGAUAUGUGUGUGUAU. The protein sequence of the target gene is MASNVTNKMDPHSMNSRVFIGNLNTLVVKKSDVEAIFSKYGKIAGCSVHKGFAFVQYDKEKNARAAVAGEDGRMIASQVVDINLAAEPKVNRGNAGVKRSAAEMYGSSFDLDYGFQRDYYDGMYSFPARVPPPPPIALAVVPSKRQRLSGNTSRRGKSGFNSKSGKRGSSKSGKLKGDDLQAIKQELTQIKQKVDSLLENLEKIEKEQSKQEVEVKNAKSEEEQSSSSMKKDETHVKMESEGGAEDSAEEGDPLDDDVNEDQGDDQLELIKDDEKEAEEGEDDRDSTNGQDDS. Result: 0 (no interaction). (2) The miRNA is mmu-miR-3073a-3p with sequence UUGAUGUCCACUGUGACCAUAG. The protein sequence of the target gene is MMEESGIETTPPGTPPLHPAGLAAVPSTEAHSAATSSFSSPNVSGMESLPPHVYSTPQPSLPPVQPSAPPPFVSMSPAPSVPLSGTSVPPSVSPSPATAFSGPPMSHFPPATSASGALLSAPPSGPPISGFSVGTTYDITRGHAGRAPQTPLMPSFSAPPVTGILPAPITQQASMTSLAQGPGTTSAITFPEEQEDPRINRGQDDAPAGGIWGFIKGVAGNPMVKSVLDKTKHSVESMITTLDPGMAPYIKSGGELDIVVTSNKEVKVAAVRDAFQEVFGLAVVVGEAGQSNIAPQPVGY.... Result: 0 (no interaction). (3) The miRNA is hsa-miR-106b-5p with sequence UAAAGUGCUGACAGUGCAGAU. The protein sequence of the target gene is MNNHVSSTPSTMKLKQTINPILLYFIHFIISLYTILTYIPFYFLCESKQEKPNQIKAKPVSSKPDSAYRSINSVDGLASVLYPGCDTLDKVFMYAKNKFKNKRLLGTREILNEEDEIQPNGKIFKKVILGHYNWLSYEDVFIRALDFGNGLQMLGQKPKANIAIFCETRAEWMIAAQACFMYNFQLVTLYATLGGPAIVHGLNETEVTNIITSKELLQTKLKDIVSLVPRLRHIITVDGKPPTWSEFPKGVIVHTMAAVQALGVKANVEKKAHSKPLPSDIAVIMYTSGSTGIPKGVMIS.... Result: 0 (no interaction). (4) The miRNA is ath-miR397a with sequence UCAUUGAGUGCAGCGUUGAUG. The protein sequence of the target gene is MYRHGISSQRSWPLWTTIFIFLGVAAILGVTIGLLVHFLAVEKTYYYQGDFHISGVTYNDNCENAASQASTNLSKDIETKMLNAFQNSSIYKEYVKSEVIKLLPNANGSNVQLQLKFKFPPAEGVSMRTKIKAKLHQMLKNNMASWNAVPASIKLMEISKAASEMLTNNCCGRQVANSIITGNKIVNGKSSLEGAWPWQASMQWKGRHYCGASLISSRWLLSAAHCFAKKNNSKDWTVNFGIVVNKPYMTRKVQNIIFHENYSSPGLHDDIALVQLAEEVSFTEYIRKICLPEAKMKLSE.... Result: 0 (no interaction). (5) The miRNA is hsa-miR-6832-5p with sequence AGUAGAGAGGAAAAGUUAGGGUC. The protein sequence of the target gene is MAADVFMCSPRRPRSRGRQVLLKPQVSEDDDDSDTDEPSPPPASGAATPARAHASAAPPPPRAGPGREEPPRRQQIIHSGHFMVSSPHREHPPKKGYDFDTVNKQTCQTYSFGKTSSCHLSIDASLTKLFECMTLAYSGKLVSPKWKNFKGLKLQWRDKIRLNNAIWRAWYMQYLEKRKNPVCHFVTPLDGSVDVDEHRRPEAITTEGKYWKSRIEIVIREYHKWRTYFKKRLQQHKDEDLSSLVQDDDMLYWHKHGDGWKTPVPMEEDPLLDTDMLMSEFSDTLFSTLSSHQPVAWPNP.... Result: 1 (interaction). (6) The miRNA is hsa-miR-4257 with sequence CCAGAGGUGGGGACUGAG. The protein sequence of the target gene is MSGLRVYSTSVTGSREIKSQQSEVTRILDGKRIQYQLVDISQDNALRDEMRALAGNPKATPPQIVNGDQYCGDYELFVEAVEQNTLQEFLKLA. Result: 1 (interaction). (7) The miRNA is hsa-miR-3163 with sequence UAUAAAAUGAGGGCAGUAAGAC. The protein sequence of the target gene is MNTIVFNKLSGAVLFEDGGASERERGGRPYSGVLDSPHARPEVGIPDGPPLKDNLGLRHRRTGARQNGGKVRHKRQALQDMARPLKQWLYKHRDNPYPTKTEKILLALGSQMTLVQVSNWFANARRRLKNTVRQPDLSWALRIKLYNKYVQGNAERLSVSSDDSCSEDGENPPRTHMNEGGYNTPVHHPVIKSENSVIKAGVRPESRASEDYVAPPKYKSSLLNRYLNDSLRHVMATNTTMMGKTRQRNHSGSFSSNEFEEELVSPSSSETEGNFVYRTDTLENGSNKGESAANRKGPSK.... Result: 1 (interaction).